Task: Regression. Given two drug SMILES strings and cell line genomic features, predict the synergy score measuring deviation from expected non-interaction effect.. Dataset: NCI-60 drug combinations with 297,098 pairs across 59 cell lines (1) Drug 1: CC12CCC(CC1=CCC3C2CCC4(C3CC=C4C5=CN=CC=C5)C)O. Drug 2: C(CCl)NC(=O)N(CCCl)N=O. Cell line: MOLT-4. Synergy scores: CSS=16.1, Synergy_ZIP=-3.09, Synergy_Bliss=0.478, Synergy_Loewe=-0.638, Synergy_HSA=-0.215. (2) Drug 1: C1=CC(=CC=C1C#N)C(C2=CC=C(C=C2)C#N)N3C=NC=N3. Drug 2: CC1C(C(=O)NC(C(=O)N2CCCC2C(=O)N(CC(=O)N(C(C(=O)O1)C(C)C)C)C)C(C)C)NC(=O)C3=C4C(=C(C=C3)C)OC5=C(C(=O)C(=C(C5=N4)C(=O)NC6C(OC(=O)C(N(C(=O)CN(C(=O)C7CCCN7C(=O)C(NC6=O)C(C)C)C)C)C(C)C)C)N)C. Cell line: CCRF-CEM. Synergy scores: CSS=14.8, Synergy_ZIP=-4.30, Synergy_Bliss=1.34, Synergy_Loewe=-19.4, Synergy_HSA=-2.14. (3) Drug 1: C1=C(C(=O)NC(=O)N1)F. Drug 2: C1C(C(OC1N2C=NC3=C2NC=NCC3O)CO)O. Cell line: SF-295. Synergy scores: CSS=34.3, Synergy_ZIP=-2.37, Synergy_Bliss=-4.44, Synergy_Loewe=-8.38, Synergy_HSA=-2.84. (4) Drug 1: CS(=O)(=O)OCCCCOS(=O)(=O)C. Drug 2: CC1CCCC2(C(O2)CC(NC(=O)CC(C(C(=O)C(C1O)C)(C)C)O)C(=CC3=CSC(=N3)C)C)C. Cell line: COLO 205. Synergy scores: CSS=57.2, Synergy_ZIP=-2.67, Synergy_Bliss=-4.97, Synergy_Loewe=1.22, Synergy_HSA=1.73.